Dataset: Forward reaction prediction with 1.9M reactions from USPTO patents (1976-2016). Task: Predict the product of the given reaction. (1) Given the reactants C(=O)([O-])[O-].[K+].[K+].[NH2:7][C:8]1[C:23]([CH3:24])=[CH:22][C:21]([Cl:25])=[CH:20][C:9]=1[C:10]([N:12]=[S:13]([CH:17]([CH3:19])[CH3:18])[CH:14]([CH3:16])[CH3:15])=[O:11].[Cl:26][C:27]1[C:28]([N:33]2[C:37]([C:38](Cl)=[O:39])=[CH:36][C:35]([C:41]([F:44])([F:43])[F:42])=[N:34]2)=[N:29][CH:30]=[CH:31][CH:32]=1, predict the reaction product. The product is: [Cl:26][C:27]1[C:28]([N:33]2[C:37]([C:38]([NH:7][C:8]3[C:9]([C:10](=[O:11])[N:12]=[S:13]([CH:17]([CH3:18])[CH3:19])[CH:14]([CH3:16])[CH3:15])=[CH:20][C:21]([Cl:25])=[CH:22][C:23]=3[CH3:24])=[O:39])=[CH:36][C:35]([C:41]([F:44])([F:42])[F:43])=[N:34]2)=[N:29][CH:30]=[CH:31][CH:32]=1. (2) Given the reactants [Si]([O:8][CH2:9][C:10]#[C:11][C:12]1[CH:13]=[C:14]2[C:19](=[CH:20][C:21]=1[O:22][CH3:23])[N:18]=[CH:17][C:16]([C:24]([NH2:26])=[O:25])=[C:15]2[NH:27][C:28]1[CH:33]=[CH:32][C:31]([CH2:34][CH3:35])=[CH:30][CH:29]=1)(C(C)(C)C)(C)C.CCCC[N+](CCCC)(CCCC)CCCC.[F-], predict the reaction product. The product is: [CH2:34]([C:31]1[CH:32]=[CH:33][C:28]([NH:27][C:15]2[C:14]3[C:19](=[CH:20][C:21]([O:22][CH3:23])=[C:12]([C:11]#[C:10][CH2:9][OH:8])[CH:13]=3)[N:18]=[CH:17][C:16]=2[C:24]([NH2:26])=[O:25])=[CH:29][CH:30]=1)[CH3:35]. (3) Given the reactants [CH2:1]([N:8]1[C:12]2[CH:13]=[C:14]([Cl:17])[CH:15]=[CH:16][C:11]=2[N:10]=[C:9]1[C:18]([O:20]CC)=O)[C:2]1[CH:7]=[CH:6][CH:5]=[CH:4][CH:3]=1.[N:23]1([CH2:28][CH2:29][CH2:30][N:31]2[C:39]3[C:34](=[CH:35][C:36]([NH2:40])=[CH:37][CH:38]=3)[CH:33]=[CH:32]2)[CH:27]=[CH:26][N:25]=[CH:24]1.C[O-].[Na+].C1(C)C=CC=CC=1, predict the reaction product. The product is: [CH2:1]([N:8]1[C:12]2[CH:13]=[C:14]([Cl:17])[CH:15]=[CH:16][C:11]=2[N:10]=[C:9]1[C:18]([NH:40][C:36]1[CH:35]=[C:34]2[C:39](=[CH:38][CH:37]=1)[N:31]([CH2:30][CH2:29][CH2:28][N:23]1[CH:27]=[CH:26][N:25]=[CH:24]1)[CH:32]=[CH:33]2)=[O:20])[C:2]1[CH:3]=[CH:4][CH:5]=[CH:6][CH:7]=1. (4) Given the reactants NC1C=C(C2[CH:22]=[CH:21][C:11]3[N:12]=C(NC(NCC)=O)SC=3C=2)C=CC=1.Br[C:24]1[CH:38]=[CH:37][C:27]2[N:28]=[C:29]([NH:31][C:32]([NH:34][CH2:35][CH3:36])=[O:33])[S:30][C:26]=2[CH:25]=1.C(=O)([O-])[O-].[Na+].[Na+].C[N:46](C=O)C.O, predict the reaction product. The product is: [NH:12]1[CH:11]=[C:21]([C:24]2[CH:38]=[CH:37][C:27]3[N:28]=[C:29]([NH:31][C:32]([NH:34][CH2:35][CH3:36])=[O:33])[S:30][C:26]=3[CH:25]=2)[CH:22]=[N:46]1. (5) Given the reactants [C:1]1([CH3:39])[CH:6]=[C:5]([CH3:7])[CH:4]=[C:3]([CH3:8])[C:2]=1[S:9]([NH:12][C@H:13]([C:35]([O:37]C)=[O:36])[CH2:14][O:15][C:16]1[CH:21]=[CH:20][C:19]([C:22]2[CH:27]=[CH:26][CH:25]=[C:24]([NH:28][C:29]([NH:31][CH2:32][CH2:33][CH3:34])=[O:30])[CH:23]=2)=[CH:18][CH:17]=1)(=[O:11])=[O:10].[OH-].[Na+].Cl, predict the reaction product. The product is: [C:1]1([CH3:39])[CH:6]=[C:5]([CH3:7])[CH:4]=[C:3]([CH3:8])[C:2]=1[S:9]([NH:12][C@H:13]([C:35]([OH:37])=[O:36])[CH2:14][O:15][C:16]1[CH:17]=[CH:18][C:19]([C:22]2[CH:27]=[CH:26][CH:25]=[C:24]([NH:28][C:29]([NH:31][CH2:32][CH2:33][CH3:34])=[O:30])[CH:23]=2)=[CH:20][CH:21]=1)(=[O:11])=[O:10]. (6) Given the reactants [CH2:1]([C@@H:7]1[CH2:9][O:8]1)[CH2:2][CH2:3][CH2:4][CH2:5][CH3:6].O1CCCC1.[CH2:15]([Mg]Cl)[CH3:16].[S:19](Cl)([C:22]1[CH:28]=[CH:27][C:25]([CH3:26])=[CH:24][CH:23]=1)(=[O:21])=[O:20].S(=O)(=O)(O)O, predict the reaction product. The product is: [CH3:26][C:25]1[CH:27]=[CH:28][C:22]([S:19]([O:8][C@@H:7]([CH2:9][CH2:15][CH3:16])[CH2:1][CH2:2][CH2:3][CH2:4][CH2:5][CH3:6])(=[O:21])=[O:20])=[CH:23][CH:24]=1. (7) Given the reactants [C:1](=O)([O-])[O-].[Cs+].[Cs+].[CH3:7][CH2:8][C:9]([C:11]1[CH:16]=[CH:15][C:14]([OH:17])=[CH:13][CH:12]=1)=[O:10].[CH3:18][O:19][CH2:20]Br.O, predict the reaction product. The product is: [CH3:18][O:19][CH2:20][CH2:1][O:17][C:14]1[CH:13]=[CH:12][C:11]([C:9](=[O:10])[CH2:8][CH3:7])=[CH:16][CH:15]=1.